This data is from Forward reaction prediction with 1.9M reactions from USPTO patents (1976-2016). The task is: Predict the product of the given reaction. (1) Given the reactants Cl[C:2]1[CH:3]=[CH:4][C:5]2[N:6]([C:8]([Br:11])=[CH:9][N:10]=2)[N:7]=1.CC1C=CC(S(O)(=O)=O)=CC=1.[NH2:23][C@H:24]1[CH2:29][CH2:28][C@H:27]([OH:30])[CH2:26][CH2:25]1, predict the reaction product. The product is: [Br:11][C:8]1[N:6]2[N:7]=[C:2]([NH:23][C@H:24]3[CH2:29][CH2:28][C@H:27]([OH:30])[CH2:26][CH2:25]3)[CH:3]=[CH:4][C:5]2=[N:10][CH:9]=1. (2) Given the reactants [C:1]([O:5][C:6]([N:8]1[CH2:12][CH2:11][CH2:10][CH:9]1[C:13]1[NH:14][C:15]([C:18]2[CH:19]=[CH:20][C:21]3[C:25]4[CH:26]=[CH:27][C:28](Br)=[CH:29][C:24]=4[O:23][C:22]=3[CH:31]=2)=[CH:16][N:17]=1)=[O:7])([CH3:4])([CH3:3])[CH3:2].[C:32]([O:36][C:37]([N:39]1[CH2:43][CH2:42][CH2:41][CH:40]1[C:44]1[NH:48][C:47]2[CH:49]=[C:50](B3OC(C)(C)C(C)(C)O3)[CH:51]=[CH:52][C:46]=2[N:45]=1)=[O:38])([CH3:35])([CH3:34])[CH3:33].C(=O)([O-])[O-].[K+].[K+], predict the reaction product. The product is: [C:1]([O:5][C:6]([N:8]1[CH2:12][CH2:11][CH2:10][CH:9]1[C:13]1[NH:14][C:15]([C:18]2[CH:19]=[CH:20][C:21]3[C:25]4[CH:26]=[CH:27][C:28]([C:50]5[CH:51]=[CH:52][C:46]6[N:45]=[C:44]([CH:40]7[CH2:41][CH2:42][CH2:43][N:39]7[C:37]([O:36][C:32]([CH3:33])([CH3:34])[CH3:35])=[O:38])[NH:48][C:47]=6[CH:49]=5)=[CH:29][C:24]=4[O:23][C:22]=3[CH:31]=2)=[CH:16][N:17]=1)=[O:7])([CH3:4])([CH3:3])[CH3:2]. (3) The product is: [F:14][C:13]([F:16])([F:15])[C:10]1[CH:11]=[CH:12][C:7]([N:6]2[CH2:2][CH2:3][C:4]2=[O:5])=[CH:8][CH:9]=1. Given the reactants Br[CH2:2][CH2:3][C:4]([NH:6][C:7]1[CH:12]=[CH:11][C:10]([C:13]([F:16])([F:15])[F:14])=[CH:9][CH:8]=1)=[O:5].O1CCOCCOCCOCCOCCOCC1.[OH-].[K+].[Cl-].[NH4+], predict the reaction product. (4) The product is: [Br:14][C:15]1[CH:16]=[C:17]([CH:20]=[CH:21][C:22]=1[O:23][CH2:2][C:3]1[N:4]=[C:5]([C:9]2[O:10][CH:11]=[CH:12][CH:13]=2)[O:6][C:7]=1[CH3:8])[CH:18]=[O:19]. Given the reactants Cl[CH2:2][C:3]1[N:4]=[C:5]([C:9]2[O:10][CH:11]=[CH:12][CH:13]=2)[O:6][C:7]=1[CH3:8].[Br:14][C:15]1[CH:16]=[C:17]([CH:20]=[CH:21][C:22]=1[OH:23])[CH:18]=[O:19].C(=O)([O-])[O-].[K+].[K+].CN(C)C=O, predict the reaction product.